From a dataset of Full USPTO retrosynthesis dataset with 1.9M reactions from patents (1976-2016). Predict the reactants needed to synthesize the given product. (1) Given the product [C:29]([O:28][C:26]([N:23]1[CH2:24][CH2:25][CH:20]([NH:19][C:2]2[CH:3]=[C:4]([CH:12]=[C:13]([C:15]([F:18])([F:17])[F:16])[N:14]=2)[C:5]([O:7][C:8]([CH3:11])([CH3:10])[CH3:9])=[O:6])[CH2:21][CH2:22]1)=[O:27])([CH3:32])([CH3:30])[CH3:31], predict the reactants needed to synthesize it. The reactants are: Cl[C:2]1[CH:3]=[C:4]([CH:12]=[C:13]([C:15]([F:18])([F:17])[F:16])[N:14]=1)[C:5]([O:7][C:8]([CH3:11])([CH3:10])[CH3:9])=[O:6].[NH2:19][CH:20]1[CH2:25][CH2:24][N:23]([C:26]([O:28][C:29]([CH3:32])([CH3:31])[CH3:30])=[O:27])[CH2:22][CH2:21]1.C(N(CC)C(C)C)(C)C. (2) Given the product [Cl:1][C:2]1[C:10]2[C:5](=[CH:6][CH:7]=[C:8]3[O:11][CH2:12][CH2:13][N:14]=[C:15]([CH3:16])[C:9]3=2)[NH:4][CH:3]=1, predict the reactants needed to synthesize it. The reactants are: [Cl:1][C:2]1[C:10]2[C:5](=[CH:6][CH:7]=[C:8]([O:11][CH2:12][CH2:13][NH:14][C:15](=O)[CH3:16])[CH:9]=2)[N:4](S(C2C=CC=CC=2)(=O)=O)[CH:3]=1.O=P(Cl)(Cl)Cl. (3) Given the product [CH:25]1([CH2:29][NH:16][C:14](=[S:15])[C:13]2[CH:17]=[CH:18][N:19]=[C:20]([CH3:21])[CH:12]=2)[CH2:26][CH2:27][CH2:28][CH2:23][CH2:24]1, predict the reactants needed to synthesize it. The reactants are: C(Cl)(Cl)Cl.C1(C[C:12]2[C:20]([CH3:21])=[N:19][CH:18]=[CH:17][C:13]=2[C:14]([NH2:16])=[S:15])CCCCC1.Cl[C:23]1[CH:28]=[CH:27][CH:26]=[C:25]([C:29](OO)=O)[CH:24]=1.S([O-])([O-])(=O)=S.[Na+].[Na+]. (4) Given the product [CH2:1]([NH:5][C:6]1[N:7]=[C:8]([NH:18][CH3:17])[N:9]=[C:10]([NH:12][CH2:13][CH2:14][CH3:15])[N:11]=1)[CH2:2][C:3]#[CH:4], predict the reactants needed to synthesize it. The reactants are: [CH2:1]([NH:5][C:6]1[N:11]=[C:10]([NH:12][CH2:13][CH2:14][CH3:15])[N:9]=[C:8](Cl)[N:7]=1)[CH2:2][C:3]#[CH:4].[CH3:17][NH2:18].C1COCC1. (5) Given the product [NH2:11][C:4]1[CH:3]=[C:2]([C:18]2[CH:19]=[C:14]([CH2:13][OH:12])[CH:15]=[CH:16][CH:17]=2)[N:7]2[N:8]=[CH:9][CH:10]=[C:6]2[N:5]=1, predict the reactants needed to synthesize it. The reactants are: Cl[C:2]1[N:7]2[N:8]=[CH:9][CH:10]=[C:6]2[N:5]=[C:4]([NH2:11])[CH:3]=1.[OH:12][CH2:13][C:14]1[CH:15]=[C:16](B(O)O)[CH:17]=[CH:18][CH:19]=1. (6) Given the product [Cl:1][C:2]1[CH:3]=[C:4]2[C:8](=[CH:9][CH:10]=1)[NH:7][CH:6]=[C:5]2[CH2:11][CH2:12][NH:13][C:14](=[O:23])[C:15]1[CH:20]=[CH:19][CH:18]=[C:17]([CH2:21][NH:30][CH:24]2[CH2:29][CH2:28][CH2:27][CH2:26][CH2:25]2)[CH:16]=1, predict the reactants needed to synthesize it. The reactants are: [Cl:1][C:2]1[CH:3]=[C:4]2[C:8](=[CH:9][CH:10]=1)[NH:7][CH:6]=[C:5]2[CH2:11][CH2:12][NH:13][C:14](=[O:23])[C:15]1[CH:20]=[CH:19][CH:18]=[C:17]([CH2:21]Cl)[CH:16]=1.[CH:24]1([NH2:30])[CH2:29][CH2:28][CH2:27][CH2:26][CH2:25]1.[I-].[Na+]. (7) Given the product [CH3:1][O:2][C:3]1[CH:4]=[C:5]2[C:10](=[CH:11][CH:12]=1)[CH:9]=[C:8]([CH:13]([CH3:17])[C:14]([O-:16])=[O:15])[CH:7]=[CH:6]2.[OH:31][C:27]1[CH:26]=[C:25]([CH:22]([CH2:23][CH3:24])[CH:21]([CH3:32])[CH2:20][NH+:19]([CH3:33])[CH3:18])[CH:30]=[CH:29][CH:28]=1, predict the reactants needed to synthesize it. The reactants are: [CH3:1][O:2][C:3]1[CH:4]=[C:5]2[C:10](=[CH:11][CH:12]=1)[CH:9]=[C:8]([CH:13]([CH3:17])[C:14]([OH:16])=[O:15])[CH:7]=[CH:6]2.[CH3:18][N:19]([CH3:33])[CH2:20][CH:21]([CH3:32])[CH:22]([C:25]1[CH:26]=[C:27]([OH:31])[CH:28]=[CH:29][CH:30]=1)[CH2:23][CH3:24]. (8) Given the product [C:16]([N:15]1[C:14]2[C:13]3[CH:12]=[C:11]([C:19]4[CH:24]=[CH:23][C:22]([Cl:25])=[CH:21][CH:20]=4)[C:10]([C:26]4[CH:31]=[CH:30][C:29]([Cl:32])=[CH:28][C:27]=4[Cl:33])=[N:9][C:8]=3[N:7]([CH3:34])[C:6](=[O:35])[C:5]=2[C:3]([OH:4])=[CH:2]1)(=[O:18])[CH3:17], predict the reactants needed to synthesize it. The reactants are: Br[CH2:2][C:3]([C:5]1[C:6](=[O:35])[N:7]([CH3:34])[C:8]2[C:13]([C:14]=1[NH:15][C:16](=[O:18])[CH3:17])=[CH:12][C:11]([C:19]1[CH:24]=[CH:23][C:22]([Cl:25])=[CH:21][CH:20]=1)=[C:10]([C:26]1[CH:31]=[CH:30][C:29]([Cl:32])=[CH:28][C:27]=1[Cl:33])[N:9]=2)=[O:4].CC([O-])=O.[Na+].